From a dataset of Forward reaction prediction with 1.9M reactions from USPTO patents (1976-2016). Predict the product of the given reaction. (1) Given the reactants [NH2:1][CH2:2][CH:3]([C:5]1[CH:13]=[C:12]2[C:8]([CH:9]=[N:10][N:11]2[CH3:14])=[CH:7][CH:6]=1)[OH:4].[Cl:15][CH2:16][C:17](Cl)=[O:18].CCN(C(C)C)C(C)C, predict the reaction product. The product is: [Cl:15][CH2:16][C:17]([NH:1][CH2:2][CH:3]([OH:4])[C:5]1[CH:13]=[C:12]2[C:8]([CH:9]=[N:10][N:11]2[CH3:14])=[CH:7][CH:6]=1)=[O:18]. (2) Given the reactants [Br:1][C:2]1[CH:3]=[C:4]([C:8]([CH3:14])([CH3:13])[C:9]([O:11]C)=[O:10])[CH:5]=[CH:6][CH:7]=1.[Li+].[OH-], predict the reaction product. The product is: [Br:1][C:2]1[CH:3]=[C:4]([C:8]([CH3:14])([CH3:13])[C:9]([OH:11])=[O:10])[CH:5]=[CH:6][CH:7]=1.